From a dataset of Full USPTO retrosynthesis dataset with 1.9M reactions from patents (1976-2016). Predict the reactants needed to synthesize the given product. Given the product [CH3:26][N:22]1[CH2:23][CH2:24][CH2:25][CH:20]([CH2:19][O:16][C:13]2[CH:14]=[CH:15][C:10]([N+:7]([O-:9])=[O:8])=[CH:11][CH:12]=2)[CH2:21]1, predict the reactants needed to synthesize it. The reactants are: CC(C)([O-])C.[K+].[N+:7]([C:10]1[CH:15]=[CH:14][C:13]([OH:16])=[CH:12][CH:11]=1)([O-:9])=[O:8].Cl.Cl[CH2:19][CH:20]1[CH2:25][CH2:24][CH2:23][N:22]([CH3:26])[CH2:21]1.